This data is from Forward reaction prediction with 1.9M reactions from USPTO patents (1976-2016). The task is: Predict the product of the given reaction. (1) Given the reactants [Br:1][C:2]1[N:7]=[C:6]([C:8](OCC)=[O:9])[C:5]([NH:13][CH2:14][CH3:15])=[CH:4][CH:3]=1.[NH3:16], predict the reaction product. The product is: [Br:1][C:2]1[N:7]=[C:6]([C:8]([NH2:16])=[O:9])[C:5]([NH:13][CH2:14][CH3:15])=[CH:4][CH:3]=1. (2) Given the reactants [C:1]1([CH2:7][C:8]([O:10][CH2:11][CH3:12])=[O:9])[CH:6]=[CH:5][CH:4]=[CH:3][CH:2]=1.[Al+3].[Cl-].[Cl-].[Cl-].[C:17](Cl)(=[O:19])[CH3:18].Cl, predict the reaction product. The product is: [C:17]([C:4]1[CH:5]=[CH:6][C:1]([CH2:7][C:8]([O:10][CH2:11][CH3:12])=[O:9])=[CH:2][CH:3]=1)(=[O:19])[CH3:18]. (3) Given the reactants [C:1]([O:5][C:6]([NH:8][CH2:9][CH2:10][CH2:11][C@@H:12]([CH2:30][C:31]1[N:32]=[CH:33][N:34]2[C:43]3[C:38](=[CH:39][CH:40]=[CH:41][CH:42]=3)[CH2:37][CH2:36][C:35]=12)[C:13]([O:15][C@H](C1C=CC=CC=1)[C@@H](N1CCCC1)C)=[O:14])=[O:7])([CH3:4])([CH3:3])[CH3:2], predict the reaction product. The product is: [C:1]([O:5][C:6]([NH:8][CH2:9][CH2:10][CH2:11][C@@H:12]([CH2:30][C:31]1[N:32]=[CH:33][N:34]2[C:43]3[C:38](=[CH:39][CH:40]=[CH:41][CH:42]=3)[CH2:37][CH2:36][C:35]=12)[C:13]([OH:15])=[O:14])=[O:7])([CH3:4])([CH3:2])[CH3:3]. (4) The product is: [F:29][C:2]1([F:1])[CH2:7][CH2:6][N:5]([C:8]([C:10]2[N:11]([C:35]3[CH:34]=[CH:33][CH:32]=[C:31]([F:30])[CH:36]=3)[C:12]3[C:17]([CH:18]=2)=[CH:16][C:15]([O:19][CH:20]2[CH2:25][CH2:24][N:23]([CH:26]([CH3:27])[CH3:28])[CH2:22][CH2:21]2)=[CH:14][CH:13]=3)=[O:9])[CH2:4][CH2:3]1. Given the reactants [F:1][C:2]1([F:29])[CH2:7][CH2:6][N:5]([C:8]([C:10]2[NH:11][C:12]3[C:17]([CH:18]=2)=[CH:16][C:15]([O:19][CH:20]2[CH2:25][CH2:24][N:23]([CH:26]([CH3:28])[CH3:27])[CH2:22][CH2:21]2)=[CH:14][CH:13]=3)=[O:9])[CH2:4][CH2:3]1.[F:30][C:31]1[CH:32]=[C:33](B(O)O)[CH:34]=[CH:35][CH:36]=1, predict the reaction product.